Dataset: Full USPTO retrosynthesis dataset with 1.9M reactions from patents (1976-2016). Task: Predict the reactants needed to synthesize the given product. Given the product [CH2:26]([O:28][C:29](=[O:50])[C:30]([OH:49])([C:45]([F:48])([F:47])[F:46])[CH2:31][C:32]([C:35]1[CH:40]=[CH:39][C:38]([N+:41]([O-:43])=[O:42])=[C:37]([F:44])[CH:36]=1)([CH3:34])[CH3:33])[CH3:27].[CH2:1]([O:3][C:4](=[O:25])[C:5]([OH:24])([C:20]([F:21])([F:22])[F:23])[CH2:6][C:7]([C:10]1[CH:15]=[C:14]([F:16])[CH:13]=[CH:12][C:11]=1[N+:17]([O-:19])=[O:18])([CH3:9])[CH3:8])[CH3:2], predict the reactants needed to synthesize it. The reactants are: [CH2:1]([O:3][C:4](=[O:25])[C:5]([OH:24])([C:20]([F:23])([F:22])[F:21])[CH2:6][C:7]([C:10]1[CH:15]=[C:14]([F:16])[CH:13]=[CH:12][C:11]=1[N+:17]([O-:19])=[O:18])([CH3:9])[CH3:8])[CH3:2].[CH2:26]([O:28][C:29](=[O:50])[C:30]([OH:49])([C:45]([F:48])([F:47])[F:46])[CH2:31][C:32]([C:35]1[CH:40]=[CH:39][C:38]([N+:41]([O-:43])=[O:42])=[C:37]([F:44])[CH:36]=1)([CH3:34])[CH3:33])[CH3:27].